This data is from Catalyst prediction with 721,799 reactions and 888 catalyst types from USPTO. The task is: Predict which catalyst facilitates the given reaction. (1) Reactant: [NH:1]([C:32](OC(C)(C)C)=[O:33])[C@H:2]([C:20]([N:22]1[CH2:31][CH2:30][CH2:29][C@H:23]1[C:24]([NH:26][CH2:27][CH3:28])=[O:25])=[O:21])[CH2:3][CH2:4][CH2:5][NH:6][C:7](=[NH:19])[NH:8][S:9]([C:12]1[CH:18]=[CH:17][C:15]([CH3:16])=[CH:14][CH:13]=1)(=[O:11])=[O:10].[NH:39]([C:48]([O:50][C:51]([CH3:54])([CH3:53])[CH3:52])=[O:49])[C@H:40](C(O)=O)[CH2:41][CH:42]([CH3:44])[CH3:43].CS(O)(=O)=O.N(C(OC(C)(C)C)=O)[C@@H](C(O)=O)CC(C)C.C1C=C2N=NN(O)C2=CC=1.O.N[C@H](C(N[C@H](C(N1CCC[C@H]1C(NCC)=O)=O)CCCNC(=N)NS(C1C=CC(C)=CC=1)(=O)=O)=O)CC(C)C.CCN=C=NCCCN(C)C.Cl. Product: [NH:39]([C:48]([O:50][C:51]([CH3:53])([CH3:52])[CH3:54])=[O:49])[C@H:40]([C:32]([NH:1][C@H:2]([C:20]([N:22]1[CH2:31][CH2:30][CH2:29][C@H:23]1[C:24]([NH:26][CH2:27][CH3:28])=[O:25])=[O:21])[CH2:3][CH2:4][CH2:5][NH:6][C:7](=[NH:19])[NH:8][S:9]([C:12]1[CH:18]=[CH:17][C:15]([CH3:16])=[CH:14][CH:13]=1)(=[O:11])=[O:10])=[O:33])[CH2:41][CH:42]([CH3:44])[CH3:43]. The catalyst class is: 236. (2) Reactant: [F:1][C:2]([F:10])([F:9])[C:3]1[S:7][C:6]([NH2:8])=[N:5][N:4]=1.Cl[CH2:12][C:13](=O)[CH2:14][C:15]([O:17][CH2:18][CH3:19])=[O:16]. Product: [F:1][C:2]([F:10])([F:9])[C:3]1[S:7][C:6]2=[N:8][C:13]([CH2:14][C:15]([O:17][CH2:18][CH3:19])=[O:16])=[CH:12][N:5]2[N:4]=1. The catalyst class is: 14. (3) Reactant: N1([C:6](N2C=CN=C2)=[O:7])C=CN=C1.[CH2:13]([CH:15]([CH2:18][CH3:19])[CH2:16][OH:17])[CH3:14].[CH3:20][S:21]([C:24]1[CH:29]=[CH:28][C:27]([N:30]2[C:34]3=[N:35][CH:36]=[N:37][C:38]([O:39][CH:40]4[CH2:45][CH2:44][NH:43][CH2:42][CH2:41]4)=[C:33]3[CH:32]=[N:31]2)=[CH:26][CH:25]=1)(=[O:23])=[O:22].C(N(CC)CC)C. Product: [CH2:13]([CH:15]([CH2:18][CH3:19])[CH2:16][O:17][C:6]([N:43]1[CH2:44][CH2:45][CH:40]([O:39][C:38]2[N:37]=[CH:36][N:35]=[C:34]3[N:30]([C:27]4[CH:28]=[CH:29][C:24]([S:21]([CH3:20])(=[O:22])=[O:23])=[CH:25][CH:26]=4)[N:31]=[CH:32][C:33]=23)[CH2:41][CH2:42]1)=[O:7])[CH3:14]. The catalyst class is: 16. (4) Reactant: [Br:1][C:2]1[C:6]2[CH:7]=[C:8]([CH2:11]O)[CH:9]=[CH:10][C:5]=2[S:4][CH:3]=1.P(Br)(Br)[Br:14].O. Product: [Br:1][C:2]1[C:6]2[CH:7]=[C:8]([CH2:11][Br:14])[CH:9]=[CH:10][C:5]=2[S:4][CH:3]=1. The catalyst class is: 59. (5) Reactant: Cl.Cl[CH2:3][C:4]1[C:5]([NH:16][CH2:17][CH2:18][NH:19][C:20](=[O:22])[CH3:21])=[N:6][C:7]2[C:12]([CH:13]=1)=[CH:11][C:10]([O:14][CH3:15])=[CH:9][CH:8]=2.OCC1C(NCCNC(=O)C)=NC2C(C=1)=CC(OC)=CC=2.[CH2:44]([C:46]1[C:55]2[C:50](=[CH:51][C:52]([O:58][CH3:59])=[C:53]([O:56][CH3:57])[CH:54]=2)[CH:49]=[C:48]([OH:60])[N:47]=1)[CH3:45].[Li+].[OH-]. Product: [CH2:44]([C:46]1[C:55]2[C:50](=[CH:51][C:52]([O:58][CH3:59])=[C:53]([O:56][CH3:57])[CH:54]=2)[C:49]([CH2:3][C:4]2[C:5]([NH:16][CH2:17][CH2:18][NH:19][C:20](=[O:22])[CH3:21])=[N:6][C:7]3[C:12]([CH:13]=2)=[CH:11][C:10]([O:14][CH3:15])=[CH:9][CH:8]=3)=[C:48]([OH:60])[N:47]=1)[CH3:45]. The catalyst class is: 76.